Dataset: Full USPTO retrosynthesis dataset with 1.9M reactions from patents (1976-2016). Task: Predict the reactants needed to synthesize the given product. (1) The reactants are: Br[C:2]1[CH:25]=[CH:24][C:5]2[N:6]([C:9]3[CH:10]=[C:11]([NH:15][C:16]([NH:18][CH2:19][C:20]([F:23])([F:22])[F:21])=[O:17])[CH:12]=[CH:13][CH:14]=3)[CH:7]=[N:8][C:4]=2[CH:3]=1.CC1(C)C(C)(C)OB([C:34]2[CH:39]=[CH:38][C:37]([CH:40]([CH3:46])[C:41]([O:43]CC)=[O:42])=[CH:36][CH:35]=2)O1.C(=O)([O-])[O-].[Na+].[Na+].[OH-].[Na+]. Given the product [F:21][C:20]([F:23])([F:22])[CH2:19][NH:18][C:16]([NH:15][C:11]1[CH:10]=[C:9]([N:6]2[C:5]3[CH:24]=[CH:25][C:2]([C:34]4[CH:39]=[CH:38][C:37]([CH:40]([CH3:46])[C:41]([OH:43])=[O:42])=[CH:36][CH:35]=4)=[CH:3][C:4]=3[N:8]=[CH:7]2)[CH:14]=[CH:13][CH:12]=1)=[O:17], predict the reactants needed to synthesize it. (2) The reactants are: Cl[C:2]1[N:7]=[CH:6][C:5]([S:8]([C:11]2[N:15]([C:16]3[CH:21]=[CH:20][CH:19]=[CH:18][C:17]=3[F:22])[N:14]=[C:13]([CH2:23][N:24]([CH3:32])[C:25](=[O:31])[O:26][C:27]([CH3:30])([CH3:29])[CH3:28])[CH:12]=2)(=[O:10])=[O:9])=[CH:4][CH:3]=1.[CH3:33][O-:34].[Na+]. Given the product [F:22][C:17]1[CH:18]=[CH:19][CH:20]=[CH:21][C:16]=1[N:15]1[C:11]([S:8]([C:5]2[CH:6]=[N:7][C:2]([O:34][CH3:33])=[CH:3][CH:4]=2)(=[O:10])=[O:9])=[CH:12][C:13]([CH2:23][N:24]([CH3:32])[C:25](=[O:31])[O:26][C:27]([CH3:30])([CH3:29])[CH3:28])=[N:14]1, predict the reactants needed to synthesize it. (3) The reactants are: [Br:1][C:2]1[C:11]2[C:6](=[CH:7][CH:8]=[CH:9][CH:10]=2)[C:5]([C:12](=O)[CH3:13])=[CH:4][CH:3]=1.[CH3:15][C:16]1([CH3:22])[CH2:21][O:20][CH2:19][CH2:18][NH:17]1.[BH-](OC(C)=O)(OC(C)=O)OC(C)=O.[Na+].C([O-])(O)=O.[Na+]. Given the product [Br:1][C:2]1[C:11]2[C:6](=[CH:7][CH:8]=[CH:9][CH:10]=2)[C:5]([CH:12]([N:17]2[CH2:18][CH2:19][O:20][CH2:21][C:16]2([CH3:22])[CH3:15])[CH3:13])=[CH:4][CH:3]=1, predict the reactants needed to synthesize it. (4) Given the product [N:1]1([C:5]2[N:10]=[C:9]([CH2:11][N:12]3[C@@H:16]([CH3:17])[C@@H:15]([C:18]4[CH:19]=[C:20]([C:28]([F:31])([F:30])[F:29])[CH:21]=[C:22]([C:24]([F:26])([F:25])[F:27])[CH:23]=4)[O:14][C:13]3=[O:32])[C:8]([C:33]3[CH:38]=[C:37]([C:50]4[S:54][C:53]([C:55]([O:57][CH3:58])=[O:56])=[CH:52][C:51]=4[CH3:59])[CH:36]=[CH:35][C:34]=3[O:47][CH3:48])=[CH:7][CH:6]=2)[CH2:4][CH2:3][CH2:2]1, predict the reactants needed to synthesize it. The reactants are: [N:1]1([C:5]2[N:10]=[C:9]([CH2:11][N:12]3[C@@H:16]([CH3:17])[C@@H:15]([C:18]4[CH:23]=[C:22]([C:24]([F:27])([F:26])[F:25])[CH:21]=[C:20]([C:28]([F:31])([F:30])[F:29])[CH:19]=4)[O:14][C:13]3=[O:32])[C:8]([C:33]3[CH:38]=[C:37](B4OCC(C)(C)CO4)[CH:36]=[CH:35][C:34]=3[O:47][CH3:48])=[CH:7][CH:6]=2)[CH2:4][CH2:3][CH2:2]1.Br[C:50]1[S:54][C:53]([C:55]([O:57][CH3:58])=[O:56])=[CH:52][C:51]=1[CH3:59].N#N.C([O-])([O-])=O.[K+].[K+]. (5) Given the product [C:1]([O:5][C:6](=[O:34])[CH2:7][CH2:8][C@@H:9]([CH2:25][OH:26])[CH2:10][C@H:11]1[CH2:15][O:14][C:13]([CH3:17])([CH3:16])[N:12]1[C:18]([O:20][C:21]([CH3:24])([CH3:23])[CH3:22])=[O:19])([CH3:3])([CH3:2])[CH3:4], predict the reactants needed to synthesize it. The reactants are: [C:1]([O:5][C:6](=[O:34])[CH2:7][CH2:8][C@@H:9]([C:25](N1[C@H](C)COC1=O)=[O:26])[CH2:10][C@H:11]1[CH2:15][O:14][C:13]([CH3:17])([CH3:16])[N:12]1[C:18]([O:20][C:21]([CH3:24])([CH3:23])[CH3:22])=[O:19])([CH3:4])([CH3:3])[CH3:2].CO.[BH4-].[Na+]. (6) Given the product [CH3:36][P:34]([C:37]1[CH:43]=[CH:42][C:40]([NH:41][C:2]2[N:3]=[C:4]([NH:19][C:20]3[CH:25]=[CH:24][CH:23]=[CH:22][C:21]=3[S:26]([CH:29]([CH3:31])[CH3:30])(=[O:28])=[O:27])[C:5]3[CH:10]=[CH:9][N:8]([CH2:11][O:12][CH2:13][CH2:14][Si:15]([CH3:17])([CH3:18])[CH3:16])[C:6]=3[N:7]=2)=[C:39]([O:44][CH3:45])[CH:38]=1)([CH3:33])=[O:35], predict the reactants needed to synthesize it. The reactants are: Cl[C:2]1[N:3]=[C:4]([NH:19][C:20]2[CH:25]=[CH:24][CH:23]=[CH:22][C:21]=2[S:26]([CH:29]([CH3:31])[CH3:30])(=[O:28])=[O:27])[C:5]2[CH:10]=[CH:9][N:8]([CH2:11][O:12][CH2:13][CH2:14][Si:15]([CH3:18])([CH3:17])[CH3:16])[C:6]=2[N:7]=1.Cl.[CH3:33][P:34]([C:37]1[CH:43]=[CH:42][C:40]([NH2:41])=[C:39]([O:44][CH3:45])[CH:38]=1)([CH3:36])=[O:35].CC1(C)C2C(=C(P(C3C=CC=CC=3)C3C=CC=CC=3)C=CC=2)OC2C(P(C3C=CC=CC=3)C3C=CC=CC=3)=CC=CC1=2.C(O[Na])(C)(C)C.